Binary Classification. Given a miRNA mature sequence and a target amino acid sequence, predict their likelihood of interaction. From a dataset of Experimentally validated miRNA-target interactions with 360,000+ pairs, plus equal number of negative samples. (1) The protein sequence of the target gene is MRLLLLLLVAASAVVRSEASANLGGVPSKRLKMQYATGPLLKFQICVSUGYRRVFEEYMRVISQRYPDIRIEGENYLPQPIYRHIASFLSVFKLVLIGLIIVGKDPFAFFGMQAPSIWQWGQENKVYACMMVFFLSNMIENQCMSTGAFEITLNDVPVWSKLESGHLPSMQQLVQILDNEMKLNVHMDSIPHHRS. The miRNA is mmu-miR-6951-3p with sequence CUUUUUUCUUCACAAAUACAG. Result: 0 (no interaction). (2) The miRNA is hsa-miR-421 with sequence AUCAACAGACAUUAAUUGGGCGC. The protein sequence of the target gene is MAEGTAEAPLENGGGGDSGAGALERGVAPIKRQYLTTKEQFHQFLEAKGQEKTCRETEVGDPAGNELAEPEAKRIRLEDGQTADGQTEEAAEPGEQLQTQKRARGQNKGRPHVKPTNYDKNRLCPSLIQESAAKCFFGDRCRFLHDVGRYLETKPADLGPRCVLFETFGRCPYGVTCRFAGAHLRPEGQNLVQEELAARGTQPPSIRNGLDKALQQQLRKREVRFERAEQALRRFSQGPTPAAAVPEGTAAEGAPRQENCGAQQVPAGPGTSTPPSSPVRTCGPLTDEDVVRLRPCEKKR.... Result: 1 (interaction). (3) The miRNA is hsa-miR-450a-1-3p with sequence AUUGGGAACAUUUUGCAUGUAU. The protein sequence of the target gene is MARTKQTARKSTGGKAPRKQLATKAARKSAPATGGVKKPHRYRPGTVALREIRRYQKSTELLIRKLPFQRLVREIAQDFKTDLRFQSSAVMALQEASEAYLVGLFEDTNLCAIHAKRVTIMPKDIQLARRIRGERA. Result: 0 (no interaction). (4) The miRNA is hsa-miR-6821-3p with sequence UGACCUCUCCGCUCCGCACAG. The protein sequence of the target gene is MARAGSCGGAAAGAGRPEPWELSLEEVLKAYEQPLNEEQAWAVCFQGCRGLRGSPGRRLRDTGDLLLRGDGSVGAREPEAAEPATMVVPLASSEAQTVQSLGFAIYRALDWGLDESEERELSPQLERLIDLMANNDSEDSGCGAADEGYGGPEEEEEAEGVPRSVRTFAQAMRLCAARLTDPRGAQAHYQAVCRALFVETLELRAFLARVREAKEMLQKLREDEPHLETPRAELDSLGHTDWARLWVQLMRELRRGVKLKKVQEQEFNPLPTEFQLTPFEMLMQDIRARNYKLRKVMVDG.... Result: 1 (interaction). (5) The miRNA is hsa-miR-4712-3p with sequence AAUGAGAGACCUGUACUGUAU. The protein sequence of the target gene is MMPAQYALTSSLVLLVLLSTARAGPFSSRSNVTLPAPRPPPQPGGHTVGAGVGSPSSQLYEHTVEGGEKQVVFTHRINLPPSTGCGCPPGTEPPVLASEVQALRVRLEILEELVKGLKEQCTGGCCPASAQAGTGQTDVRTLCSLHGVFDLSRCTCSCEPGWGGPTCSDPTDAEIPPSSPPSASGSCPDDCNDQGRCVRGRCVCFPGYTGPSCGWPSCPGDCQGRGRCVQGVCVCRAGFSGPDCSQRSCPRGCSQRGRCEGGRCVCDPGYTGDDCGMRSCPRGCSQRGRCENGRCVCNPG.... Result: 0 (no interaction). (6) The miRNA is gga-miR-365-3p with sequence UAAUGCCCCUAAAAAUCCUUAU. The protein sequence of the target gene is MAGLRVLLCLGALLARQGSAGLQLLLNPSRANLSVRPNSEVLPGIHPDLEAVAIGEVHDNVTLRCGSASGSRGLVTWYRNDSEPAFLVSFNSSLPPAAPRFSLEDAGALRIEALRLEDDGNYTCQEVLNETHWFPVRLRVASGPAYVEVNISATGTLPNGTLYAARGSQVDFNCCSAAQPPPEVEWWIQTHSIPEFLGKNLSANSFTLMLMSQNLQGNYTCSATNVLSGRQRKVTTELLVYWPPPSAPQCSVEVSSESTTLELACNWDGGYPDPTFLWTEEPGGTIMGNSKLQTLSPAQL.... Result: 0 (no interaction).